Dataset: Reaction yield outcomes from USPTO patents with 853,638 reactions. Task: Predict the reaction yield, written as a fraction of the theoretical maximum amount of product (1.0 means a 100% yield; for example, 0.34 means a 34% yield). (1) The reactants are FC(F)(F)C(O)=O.[Cl:8][C:9]1[C:10]([F:43])=[C:11]([CH:15]2[C:19]([C:22]3[CH:27]=[CH:26][C:25]([Cl:28])=[CH:24][C:23]=3[F:29])([C:20]#[N:21])[CH:18]([CH2:30][C:31]([CH3:39])([C:33]3[O:34][C:35]([CH3:38])=[CH:36][CH:37]=3)[CH3:32])[NH:17][CH:16]2[C:40](O)=[O:41])[CH:12]=[CH:13][CH:14]=1.CC1(C)[O:49][C@@H:48]([CH2:50][CH2:51][NH2:52])[CH2:47][O:46]1.CN(C(ON1N=NC2C=CC=NC1=2)=[N+](C)C)C.F[P-](F)(F)(F)(F)F.CCN(C(C)C)C(C)C.Cl. The catalyst is C(Cl)Cl.O1CCCC1. The product is [OH:49][C@H:48]([CH2:47][OH:46])[CH2:50][CH2:51][NH:52][C:40]([CH:16]1[CH:15]([C:11]2[CH:12]=[CH:13][CH:14]=[C:9]([Cl:8])[C:10]=2[F:43])[C:19]([C:22]2[CH:27]=[CH:26][C:25]([Cl:28])=[CH:24][C:23]=2[F:29])([C:20]#[N:21])[CH:18]([CH2:30][C:31]([CH3:39])([C:33]2[O:34][C:35]([CH3:38])=[CH:36][CH:37]=2)[CH3:32])[NH:17]1)=[O:41]. The yield is 0.290. (2) The yield is 0.130. The product is [O:24]=[C:23]1[C:22]2[C:17](=[CH:18][CH:19]=[CH:20][CH:21]=2)[NH:16][CH:15]=[C:14]1[C:12]([NH:11][C:10]1[CH:9]=[C:8]2[C:4]([CH:5]=[CH:6][NH:7]2)=[CH:3][C:2]=1[C:25]1[CH:30]=[CH:29][CH:28]=[CH:27][CH:26]=1)=[O:13]. The catalyst is CN(C=O)C.C1C=CC(P(C2C=CC=CC=2)[C-]2C=CC=C2)=CC=1.C1C=CC(P(C2C=CC=CC=2)[C-]2C=CC=C2)=CC=1.Cl[Pd]Cl.[Fe+2]. The reactants are Br[C:2]1[CH:3]=[C:4]2[C:8](=[CH:9][C:10]=1[NH:11][C:12]([C:14]1[C:23](=[O:24])[C:22]3[C:17](=[CH:18][CH:19]=[CH:20][CH:21]=3)[NH:16][CH:15]=1)=[O:13])[NH:7][CH:6]=[CH:5]2.[C:25]1(B(O)O)[CH:30]=[CH:29][CH:28]=[CH:27][CH:26]=1.C([O-])([O-])=O.[K+].[K+]. (3) The reactants are [OH:1][CH2:2][CH2:3][CH2:4][CH2:5][CH2:6][CH2:7][O:8][C:9]1[CH:14]=[CH:13][N+:12]([O-])=[C:11]([CH3:16])[C:10]=1[CH3:17].[C:18]([O:21]C(=O)C)(=[O:20])[CH3:19]. No catalyst specified. The product is [OH:1][CH2:2][CH2:3][CH2:4][CH2:5][CH2:6][CH2:7][O:8][C:9]1[CH:14]=[CH:13][N:12]=[C:11]([CH2:16][O:21][C:18](=[O:20])[CH3:19])[C:10]=1[CH3:17]. The yield is 0.950. (4) The reactants are [F:1][C:2]1[CH:7]=[CH:6][C:5]([S:8](Cl)(=[O:10])=[O:9])=[CH:4][CH:3]=1.[NH2:12][C:13]1[CH:14]=[C:15]2[C:19](=[CH:20][CH:21]=1)[N:18]([CH3:22])[CH:17]=[C:16]2[CH:23]1[CH2:28][CH2:27][N:26]([C:29]([O:31][C:32]([CH3:35])([CH3:34])[CH3:33])=[O:30])[CH2:25][CH2:24]1.N1C=CC=CC=1.O. The catalyst is ClCCl. The product is [F:1][C:2]1[CH:7]=[CH:6][C:5]([S:8]([NH:12][C:13]2[CH:14]=[C:15]3[C:19](=[CH:20][CH:21]=2)[N:18]([CH3:22])[CH:17]=[C:16]3[CH:23]2[CH2:24][CH2:25][N:26]([C:29]([O:31][C:32]([CH3:35])([CH3:34])[CH3:33])=[O:30])[CH2:27][CH2:28]2)(=[O:10])=[O:9])=[CH:4][CH:3]=1. The yield is 0.840. (5) The reactants are [NH2:1][C:2]1[C:11]([F:12])=[C:10]([F:13])[C:9]([F:14])=[C:8]2[C:3]=1[C:4](=[O:23])[C:5]([C:18]([O:20]CC)=[O:19])=[CH:6][N:7]2[CH:15]1[CH2:17][CH2:16]1.C(O)(=O)C.S(=O)(=O)(O)O. The catalyst is O. The product is [NH2:1][C:2]1[C:11]([F:12])=[C:10]([F:13])[C:9]([F:14])=[C:8]2[C:3]=1[C:4](=[O:23])[C:5]([C:18]([OH:20])=[O:19])=[CH:6][N:7]2[CH:15]1[CH2:16][CH2:17]1. The yield is 0.980. (6) The reactants are [NH2:1][C:2]([CH3:6])([CH3:5])[CH2:3][OH:4].[Cl:7][C:8]1[S:12][C:11]([S:13](Cl)(=[O:15])=[O:14])=[CH:10][C:9]=1[N+:17]([O-:19])=[O:18].C(N(CC)CC)C.O. The catalyst is O1CCOCC1. The product is [OH:4][CH2:3][C:2]([NH:1][S:13]([C:11]1[S:12][C:8]([Cl:7])=[C:9]([N+:17]([O-:19])=[O:18])[CH:10]=1)(=[O:15])=[O:14])([CH3:6])[CH3:5]. The yield is 0.300. (7) The reactants are [Cl:1][C:2]1[C:3]([C:14]2[CH2:19][CH2:18][CH:17]([C:20]([O:22][CH2:23][CH3:24])=[O:21])[CH2:16][CH:15]=2)=[N:4][C:5]2[C:10]([CH:11]=1)=[CH:9][C:8]([O:12][CH3:13])=[CH:7][CH:6]=2. The catalyst is CCO. The product is [Cl:1][C:2]1[C:3]([CH:14]2[CH2:15][CH2:16][CH:17]([C:20]([O:22][CH2:23][CH3:24])=[O:21])[CH2:18][CH2:19]2)=[N:4][C:5]2[C:10]([CH:11]=1)=[CH:9][C:8]([O:12][CH3:13])=[CH:7][CH:6]=2. The yield is 0.260. (8) The reactants are [Cl:1][C:2]1[CH:3]=[C:4]([CH:9]2OC(C)(C)C(C)(C)O2)[C:5](F)=[N:6][CH:7]=1.C(N(CC)C(C)C)(C)C.[NH2:27][NH2:28].[OH-].[Na+]. The catalyst is C(O)(C)C.C(#N)C. The product is [Cl:1][C:2]1[CH:3]=[C:4]2[CH:9]=[N:28][NH:27][C:5]2=[N:6][CH:7]=1. The yield is 0.720. (9) The yield is 0.590. The product is [F:1][C:2]1[CH:9]=[CH:8][CH:7]=[C:6]([CH:15]=[O:14])[C:3]=1[CH:4]=[O:5]. The reactants are [F:1][C:2]1[CH:9]=[CH:8][C:7](F)=[CH:6][C:3]=1[CH:4]=[O:5].[S-2].[Li+].[Li+].[OH2:14].[CH3:15]S(C)=O. No catalyst specified.